The task is: Predict the reaction yield, written as a fraction of the theoretical maximum amount of product (1.0 means a 100% yield; for example, 0.34 means a 34% yield).. This data is from Reaction yield outcomes from USPTO patents with 853,638 reactions. (1) The product is [Br:43][CH2:14][CH2:13][C:12]1[C:11]2[C:6](=[CH:7][CH:8]=[C:9]([C:16]([F:19])([F:18])[F:17])[CH:10]=2)[NH:5][C:4]=1[Si:3]([CH2:22][CH3:23])([CH2:20][CH3:21])[CH2:1][CH3:2]. The reactants are [CH2:1]([Si:3]([CH2:22][CH3:23])([CH2:20][CH3:21])[C:4]1[NH:5][C:6]2[C:11]([C:12]=1[CH2:13][CH2:14]O)=[CH:10][C:9]([C:16]([F:19])([F:18])[F:17])=[CH:8][CH:7]=2)[CH3:2].C1(P(C2C=CC=CC=2)C2C=CC=CC=2)C=CC=CC=1.[Br:43]C(Br)(Br)Br. The yield is 0.520. The catalyst is C1COCC1. (2) The reactants are [CH3:1][O:2][C:3](=[O:28])[NH:4][CH:5]([C:9]([N:11]1[CH2:15][CH2:14][CH2:13][CH:12]1[C:16]1[NH:17][C:18]([C:21]2[CH:26]=[CH:25][C:24](Br)=[CH:23][CH:22]=2)=[CH:19][N:20]=1)=[O:10])[CH:6]([CH3:8])[CH3:7].[CH3:29][O:30][C:31](=[O:57])[NH:32][CH:33]([C:37]([N:39]1[CH2:43][CH2:42][CH2:41][CH:40]1[C:44]1[NH:45][C:46]([C:49]2[CH:54]=[CH:53][C:52]([C:55]#[CH:56])=[CH:51][CH:50]=2)=[CH:47][N:48]=1)=[O:38])[CH:34]([CH3:36])[CH3:35].C(N(CC)CC)C.N#N. The catalyst is CN(C=O)C.C1C=CC([P]([Pd]([P](C2C=CC=CC=2)(C2C=CC=CC=2)C2C=CC=CC=2)([P](C2C=CC=CC=2)(C2C=CC=CC=2)C2C=CC=CC=2)[P](C2C=CC=CC=2)(C2C=CC=CC=2)C2C=CC=CC=2)(C2C=CC=CC=2)C2C=CC=CC=2)=CC=1.[Cu]I. The product is [CH3:1][O:2][C:3](=[O:28])[NH:4][CH:5]([C:9]([N:11]1[CH2:15][CH2:14][CH2:13][CH:12]1[C:16]1[NH:17][C:18]([C:21]2[CH:26]=[CH:25][C:24]([C:56]#[C:55][C:52]3[CH:53]=[CH:54][C:49]([C:46]4[NH:45][C:44]([CH:40]5[CH2:41][CH2:42][CH2:43][N:39]5[C:37](=[O:38])[CH:33]([NH:32][C:31]([O:30][CH3:29])=[O:57])[CH:34]([CH3:36])[CH3:35])=[N:48][CH:47]=4)=[CH:50][CH:51]=3)=[CH:23][CH:22]=2)=[CH:19][N:20]=1)=[O:10])[CH:6]([CH3:8])[CH3:7]. The yield is 0.470. (3) The reactants are Br[CH2:2][CH:3]1[CH2:8][CH2:7][N:6]([C:9]2[C:14]([NH:15][C:16](=[O:24])[C:17]3[CH:22]=[CH:21][CH:20]=[C:19]([Cl:23])[CH:18]=3)=[CH:13][C:12]([Cl:25])=[CH:11][N:10]=2)[CH2:5][CH2:4]1.[NH:26]1[CH2:31][CH2:30][CH2:29][CH2:28][CH2:27]1.[CH:32](N(CC)C(C)C)(C)C. The catalyst is C(#N)C. The product is [Cl:23][C:19]1[CH:18]=[C:17]([CH:22]=[CH:21][CH:20]=1)[C:16]([NH:15][C:14]1[C:9]([N:6]2[CH2:7][CH2:8][CH:3]([CH:2]([N:26]3[CH2:31][CH2:30][CH2:29][CH2:28][CH2:27]3)[CH3:32])[CH2:4][CH2:5]2)=[N:10][CH:11]=[C:12]([Cl:25])[CH:13]=1)=[O:24]. The yield is 0.0300. (4) The reactants are [CH3:1][NH:2][CH3:3].N1C=CC=CC=1.[CH:10]([S:13](Cl)(=[O:15])=[O:14])([CH3:12])[CH3:11]. The catalyst is C1COCC1.CCOC(C)=O. The product is [CH3:1][N:2]([CH3:3])[S:13]([CH:10]([CH3:12])[CH3:11])(=[O:15])=[O:14]. The yield is 0.510. (5) The reactants are [C:1]1([C:20]2[CH:25]=[CH:24][CH:23]=[CH:22][CH:21]=2)[CH:6]=[CH:5][C:4]([C:7]([CH2:9][S:10]([CH2:13][CH2:14][CH2:15][CH2:16][C:17](O)=[O:18])(=[O:12])=[O:11])=[O:8])=[CH:3][CH:2]=1.[NH2:26][OH:27].Cl. The catalyst is C(N(CC)CC)C. The product is [OH:27][NH:26][C:17](=[O:18])[CH2:16][CH2:15][CH2:14][CH2:13][S:10]([CH2:9][C:7]([C:4]1[CH:5]=[CH:6][C:1]([C:20]2[CH:25]=[CH:24][CH:23]=[CH:22][CH:21]=2)=[CH:2][CH:3]=1)=[O:8])(=[O:12])=[O:11]. The yield is 0.520.